Dataset: Forward reaction prediction with 1.9M reactions from USPTO patents (1976-2016). Task: Predict the product of the given reaction. Given the reactants C[Si]([N-][Si](C)(C)C)(C)C.[Na+].C[O:12][C:13](=O)[C:14]1[CH:19]=[C:18]([CH:20]=[CH:21][C:22]([O:24]CC)=[O:23])[CH:17]=[N:16][C:15]=1[NH:27][C:28](=[O:30])[CH3:29].CO.O, predict the reaction product. The product is: [OH:12][C:13]1[C:14]2[CH:19]=[C:18]([CH:20]=[CH:21][C:22]([OH:24])=[O:23])[CH:17]=[N:16][C:15]=2[NH:27][C:28](=[O:30])[CH:29]=1.